This data is from NCI-60 drug combinations with 297,098 pairs across 59 cell lines. The task is: Regression. Given two drug SMILES strings and cell line genomic features, predict the synergy score measuring deviation from expected non-interaction effect. (1) Drug 1: CN1CCC(CC1)COC2=C(C=C3C(=C2)N=CN=C3NC4=C(C=C(C=C4)Br)F)OC. Drug 2: C1=NC(=NC(=O)N1C2C(C(C(O2)CO)O)O)N. Cell line: A498. Synergy scores: CSS=14.6, Synergy_ZIP=-3.33, Synergy_Bliss=0.212, Synergy_Loewe=-0.100, Synergy_HSA=1.68. (2) Drug 1: C1CCC(CC1)NC(=O)N(CCCl)N=O. Drug 2: CN1C2=C(C=C(C=C2)N(CCCl)CCCl)N=C1CCCC(=O)O.Cl. Cell line: PC-3. Synergy scores: CSS=10.5, Synergy_ZIP=-2.98, Synergy_Bliss=-1.11, Synergy_Loewe=-7.36, Synergy_HSA=-1.31.